Dataset: Forward reaction prediction with 1.9M reactions from USPTO patents (1976-2016). Task: Predict the product of the given reaction. (1) Given the reactants [CH3:1][S:2]([C:5]1[CH:10]=[CH:9][C:8]([C:11]2[C:15]3[N:16]=[CH:17][N:18]=[C:19]([NH:20][CH:21]4[CH2:26][CH2:25][NH:24][CH2:23][CH2:22]4)[C:14]=3[S:13][CH:12]=2)=[CH:7][CH:6]=1)(=[O:4])=[O:3].Cl[C:28]1[N:33]=[CH:32][C:31]([CH2:34][CH3:35])=[CH:30][N:29]=1, predict the reaction product. The product is: [CH2:34]([C:31]1[CH:30]=[N:29][C:28]([N:24]2[CH2:25][CH2:26][CH:21]([NH:20][C:19]3[C:14]4[S:13][CH:12]=[C:11]([C:8]5[CH:9]=[CH:10][C:5]([S:2]([CH3:1])(=[O:3])=[O:4])=[CH:6][CH:7]=5)[C:15]=4[N:16]=[CH:17][N:18]=3)[CH2:22][CH2:23]2)=[N:33][CH:32]=1)[CH3:35]. (2) Given the reactants [CH3:1][N:2]([CH3:20])[CH:3]1[CH2:8][CH2:7][CH:6]([N:9]([CH2:17][CH2:18][OH:19])C(=O)OC(C)(C)C)[CH2:5][CH2:4]1.[ClH:21], predict the reaction product. The product is: [ClH:21].[CH3:1][N:2]([CH3:20])[CH:3]1[CH2:4][CH2:5][CH:6]([NH:9][CH2:17][CH2:18][OH:19])[CH2:7][CH2:8]1. (3) The product is: [N+:23]([C:20]1[CH:19]=[CH:18][C:17]([CH2:16][O:15][C:13]([N:9]2[CH2:10][CH2:11][CH2:12][NH:8]2)=[O:14])=[CH:22][CH:21]=1)([O-:25])=[O:24]. Given the reactants C(OC([N:8]1[CH2:12][CH2:11][CH2:10][N:9]1[C:13]([O:15][CH2:16][C:17]1[CH:22]=[CH:21][C:20]([N+:23]([O-:25])=[O:24])=[CH:19][CH:18]=1)=[O:14])=O)(C)(C)C.C(O)(C(F)(F)F)=O.C(OCC)C, predict the reaction product. (4) Given the reactants [Br:1][C:2]1[C:3]([NH:14][C:15]([O:17][CH2:18][C:19]([Cl:22])([Cl:21])[Cl:20])=[O:16])=[N:4][N:5]([C:7]([O:9][C:10]([CH3:13])([CH3:12])[CH3:11])=[O:8])[CH:6]=1.O[CH:24]([CH2:37][CH:38]([CH3:40])[CH3:39])[C:25]([O:27][CH2:28][C:29]1[CH:34]=[CH:33][C:32]([O:35][CH3:36])=[CH:31][CH:30]=1)=[O:26].C1(P(C2C=CC=CC=2)C2C=CC=CC=2)C=CC=CC=1.N(C(OC(C)C)=O)=NC(OC(C)C)=O, predict the reaction product. The product is: [Br:1][C:2]1[C:3]([N:14]([C:15]([O:17][CH2:18][C:19]([Cl:20])([Cl:22])[Cl:21])=[O:16])[C@H:24]([C:25]([O:27][CH2:28][C:29]2[CH:30]=[CH:31][C:32]([O:35][CH3:36])=[CH:33][CH:34]=2)=[O:26])[CH2:37][CH:38]([CH3:40])[CH3:39])=[N:4][N:5]([C:7]([O:9][C:10]([CH3:12])([CH3:13])[CH3:11])=[O:8])[CH:6]=1. (5) Given the reactants [NH2:1][C:2]1[C:10]2[C:5](=[CH:6][N:7]=[CH:8][CH:9]=2)[S:4][C:3]=1[C:11]([O:13][CH2:14][CH3:15])=[O:12].Br[C:17]1[CH:22]=[CH:21][C:20]([Cl:23])=[C:19]([O:24][CH3:25])[CH:18]=1.C([O-])([O-])=O.[Cs+].[Cs+], predict the reaction product. The product is: [Cl:23][C:20]1[CH:21]=[CH:22][C:17]([NH:1][C:2]2[C:10]3[C:5](=[CH:6][N:7]=[CH:8][CH:9]=3)[S:4][C:3]=2[C:11]([O:13][CH2:14][CH3:15])=[O:12])=[CH:18][C:19]=1[O:24][CH3:25]. (6) Given the reactants [Cl:1][C:2]1[C:7]([CH3:8])=[C:6]([S:9][CH:10]2[CH2:15][CH2:14][NH:13][CH2:12][CH2:11]2)[N:5]=[CH:4][N:3]=1.C(N(CC)CC)C.Cl[C:24]([O:26][CH:27]([CH3:29])[CH3:28])=[O:25], predict the reaction product. The product is: [CH:27]([O:26][C:24]([N:13]1[CH2:14][CH2:15][CH:10]([S:9][C:6]2[C:7]([CH3:8])=[C:2]([Cl:1])[N:3]=[CH:4][N:5]=2)[CH2:11][CH2:12]1)=[O:25])([CH3:29])[CH3:28]. (7) Given the reactants ClC(N(C)C)=C.[CH3:7][O:8][C@@H:9]([CH3:13])[C:10]([OH:12])=O.[NH2:14][C:15]1[CH:20]=[C:19]([CH2:21][O:22][C:23]2[C:32]3[C:27](=[CH:28][CH:29]=[CH:30][CH:31]=3)[C:26]([NH:33][C:34]([NH:36][C:37]3[N:41]([C:42]4[CH:47]=[CH:46][C:45]([CH3:48])=[CH:44][CH:43]=4)[N:40]=[C:39]([C:49]([CH3:52])([CH3:51])[CH3:50])[CH:38]=3)=[O:35])=[CH:25][CH:24]=2)[CH:18]=[CH:17][N:16]=1.CCN(C(C)C)C(C)C, predict the reaction product. The product is: [C:49]([C:39]1[CH:38]=[C:37]([NH:36][C:34](=[O:35])[NH:33][C:26]2[C:27]3[C:32](=[CH:31][CH:30]=[CH:29][CH:28]=3)[C:23]([O:22][CH2:21][C:19]3[CH:18]=[CH:17][N:16]=[C:15]([NH:14][C:10](=[O:12])[C@@H:9]([O:8][CH3:7])[CH3:13])[CH:20]=3)=[CH:24][CH:25]=2)[N:41]([C:42]2[CH:47]=[CH:46][C:45]([CH3:48])=[CH:44][CH:43]=2)[N:40]=1)([CH3:52])([CH3:51])[CH3:50]. (8) Given the reactants [F:1][C:2]([F:15])([CH:8]1[CH2:13][CH2:12][CH:11]([F:14])[CH2:10][CH2:9]1)[C:3]([O:5]CC)=[O:4].O1CCCC1.CO.O.[OH-].[Li+], predict the reaction product. The product is: [F:1][C:2]([F:15])([CH:8]1[CH2:13][CH2:12][CH:11]([F:14])[CH2:10][CH2:9]1)[C:3]([OH:5])=[O:4].